From a dataset of Reaction yield outcomes from USPTO patents with 853,638 reactions. Predict the reaction yield, written as a fraction of the theoretical maximum amount of product (1.0 means a 100% yield; for example, 0.34 means a 34% yield). (1) The reactants are [CH3:1][N:2]([CH3:48])[CH2:3][CH2:4][NH:5][C:6](=[O:47])[NH:7][C@:8]12[CH2:43][CH2:42][C@@H:41]([C:44]([CH3:46])=[CH2:45])[C@@H:9]1[C@@H:10]1[C@@:23]([CH3:26])([CH2:24][CH2:25]2)[C@@:22]2([CH3:27])[C@@H:13]([C@:14]3([CH3:40])[C@@H:19]([CH2:20][CH2:21]2)[C:18]([CH3:29])([CH3:28])[C:17]([C:30]2[CH:39]=[CH:38][C:33]([C:34]([O:36]C)=[O:35])=[CH:32][CH:31]=2)=[CH:16][CH2:15]3)[CH2:12][CH2:11]1.O.[OH-].[Li+].Cl.CO. The catalyst is C1COCC1.O. The product is [CH3:48][N:2]([CH3:1])[CH2:3][CH2:4][NH:5][C:6](=[O:47])[NH:7][C@:8]12[CH2:43][CH2:42][C@@H:41]([C:44]([CH3:46])=[CH2:45])[C@@H:9]1[C@@H:10]1[C@@:23]([CH3:26])([CH2:24][CH2:25]2)[C@@:22]2([CH3:27])[C@@H:13]([C@:14]3([CH3:40])[C@@H:19]([CH2:20][CH2:21]2)[C:18]([CH3:29])([CH3:28])[C:17]([C:30]2[CH:39]=[CH:38][C:33]([C:34]([OH:36])=[O:35])=[CH:32][CH:31]=2)=[CH:16][CH2:15]3)[CH2:12][CH2:11]1. The yield is 0.950. (2) The reactants are O=[C:2]([CH2:9][CH2:10][C:11]1[CH:16]=[CH:15][CH:14]=[CH:13][CH:12]=1)[CH2:3][C:4]([O:6][CH2:7][CH3:8])=[O:5].[CH3:17]OC(OC)N(C)C.[C:25]1([NH:31][NH2:32])[CH:30]=[CH:29][CH:28]=[CH:27][CH:26]=1. The catalyst is C(O)C. The product is [C:25]1([N:31]2[CH:17]=[C:3]([C:4]([O:6][CH2:7][CH3:8])=[O:5])[C:2]([CH2:9][CH2:10][C:11]3[CH:16]=[CH:15][CH:14]=[CH:13][CH:12]=3)=[N:32]2)[CH:30]=[CH:29][CH:28]=[CH:27][CH:26]=1. The yield is 0.840. (3) The reactants are [NH2:1][C:2]1[N:3]=[C:4]([NH2:13])[C:5]2[N:11]=[C:10](Cl)[CH:9]=[CH:8][C:6]=2[N:7]=1.C([O-])([O-])=O.[K+].[K+].[CH3:20][O:21][C:22]1[CH:27]=[C:26](B2OC(C)(C)C(C)(C)O2)[CH:25]=[CH:24][C:23]=1[OH:37]. The catalyst is O1CCOCC1.O.C1C=CC([P]([Pd]([P](C2C=CC=CC=2)(C2C=CC=CC=2)C2C=CC=CC=2)([P](C2C=CC=CC=2)(C2C=CC=CC=2)C2C=CC=CC=2)[P](C2C=CC=CC=2)(C2C=CC=CC=2)C2C=CC=CC=2)(C2C=CC=CC=2)C2C=CC=CC=2)=CC=1. The product is [NH2:1][C:2]1[N:3]=[C:4]([NH2:13])[C:5]2[N:11]=[C:10]([C:26]3[CH:25]=[CH:24][C:23]([OH:37])=[C:22]([O:21][CH3:20])[CH:27]=3)[CH:9]=[CH:8][C:6]=2[N:7]=1. The yield is 0.690. (4) The reactants are [CH2:1]([C@@:4]1([CH2:37][O:38]CC[Si](C)(C)C)[CH2:9][C@H:8]([C:10]2[CH:15]=[CH:14][CH:13]=[C:12]([Cl:16])[CH:11]=2)[C@@H:7]([C:17]2[CH:22]=[CH:21][C:20]([Cl:23])=[CH:19][CH:18]=2)[N:6]([C@@H:24]([CH2:34][CH3:35])[CH2:25][N:26]([CH3:33])[S:27]([CH:30]2[CH2:32][CH2:31]2)(=[O:29])=[O:28])[C:5]1=[O:36])[CH:2]=[CH2:3].B(F)(F)F. The catalyst is C(Cl)Cl. The product is [CH2:1]([C@@:4]1([CH2:37][OH:38])[CH2:9][C@H:8]([C:10]2[CH:15]=[CH:14][CH:13]=[C:12]([Cl:16])[CH:11]=2)[C@@H:7]([C:17]2[CH:22]=[CH:21][C:20]([Cl:23])=[CH:19][CH:18]=2)[N:6]([C@@H:24]([CH2:34][CH3:35])[CH2:25][N:26]([CH3:33])[S:27]([CH:30]2[CH2:32][CH2:31]2)(=[O:28])=[O:29])[C:5]1=[O:36])[CH:2]=[CH2:3]. The yield is 0.980. (5) The reactants are C(OC([N:8]1[CH2:13][CH2:12][N:11]([C:14]2[C:15](=[O:33])N(CC(C)C)N=C(C3C=CC(C)=C(F)C=3)C=2C)[CH2:10][CH2:9]1)=O)(C)(C)C.[Cl:34][C:35]1[CH:65]=[CH:64][C:38]([CH:39]=[CH:40][CH2:41][N:42]2[C:47](=[O:48])[C:46]([CH2:49]OS(C)(=O)=O)=[CH:45][C:44]([C:55]3[CH:60]=[CH:59][C:58]([O:61][CH3:62])=[C:57]([F:63])[CH:56]=3)=[N:43]2)=[CH:37][CH:36]=1.N1(CCO)CCNCC1. No catalyst specified. The product is [Cl:34][C:35]1[CH:36]=[CH:37][C:38]([CH:39]=[CH:40][CH2:41][N:42]2[C:47](=[O:48])[C:46]([CH2:49][N:8]3[CH2:13][CH2:12][N:11]([CH2:14][CH2:15][OH:33])[CH2:10][CH2:9]3)=[CH:45][C:44]([C:55]3[CH:60]=[CH:59][C:58]([O:61][CH3:62])=[C:57]([F:63])[CH:56]=3)=[N:43]2)=[CH:64][CH:65]=1. The yield is 0.651. (6) The reactants are [CH3:1][O:2][C:3]1[CH:4]=[C:5]([CH:32]=[CH:33][CH:34]=1)[C:6]([NH:8][C:9]1[CH:25]=[CH:24][C:12]([O:13][CH2:14][CH2:15][NH:16][C:17](=[O:23])[O:18][C:19](Cl)(Cl)Cl)=[C:11]([C:26]2[N:30]([CH3:31])[N:29]=[CH:28][CH:27]=2)[CH:10]=1)=[O:7].[N+:35]([C:38]1[CH:43]=[CH:42]C(O)=[CH:40][CH:39]=1)([O-:37])=[O:36].[O-2].[Mg+2]. The catalyst is C(OCC)(=O)C. The product is [N+:35]([C:38]1[CH:43]=[CH:42][C:19]([O:18][C:17](=[O:23])[NH:16][CH2:15][CH2:14][O:13][C:12]2[CH:24]=[CH:25][C:9]([NH:8][C:6](=[O:7])[C:5]3[CH:32]=[CH:33][CH:34]=[C:3]([O:2][CH3:1])[CH:4]=3)=[CH:10][C:11]=2[C:26]2[N:30]([CH3:31])[N:29]=[CH:28][CH:27]=2)=[CH:40][CH:39]=1)([O-:37])=[O:36]. The yield is 0.391. (7) The reactants are [CH3:1][O:2][C:3]1[CH:12]=[CH:11][C:10]2[C:5](=[C:6]([C:13](=[CH2:18])[C:14]([O:16][CH3:17])=[O:15])[CH:7]=[CH:8][CH:9]=2)[N:4]=1.[NH:19]1[CH2:24][CH2:23][CH:22]([NH:25][C:26](=[O:32])[O:27][C:28]([CH3:31])([CH3:30])[CH3:29])[CH2:21][CH2:20]1. The catalyst is CN(C=O)C.CN(C)C(=N)N(C)C. The product is [CH3:31][C:28]([O:27][C:26]([NH:25][CH:22]1[CH2:21][CH2:20][N:19]([CH2:18][CH:13]([C:6]2[CH:7]=[CH:8][CH:9]=[C:10]3[C:5]=2[N:4]=[C:3]([O:2][CH3:1])[CH:12]=[CH:11]3)[C:14]([O:16][CH3:17])=[O:15])[CH2:24][CH2:23]1)=[O:32])([CH3:29])[CH3:30]. The yield is 0.790. (8) The product is [F:43][C:22]1[CH:21]=[C:20]([O:19][C:17]2[CH:16]=[CH:15][N:14]=[C:13]([NH:12][C:10](=[O:11])[C@H:9]([OH:8])[CH3:44])[CH:18]=2)[C:25]([F:26])=[CH:24][C:23]=1[NH:27][C:28]([C:30]1([C:33]([NH:35][C:36]2[CH:37]=[CH:38][C:39]([F:42])=[CH:40][CH:41]=2)=[O:34])[CH2:32][CH2:31]1)=[O:29]. The catalyst is CO.[OH-].[OH-].[Pd+2]. The reactants are C([O:8][C@H:9]([CH3:44])[C:10]([NH:12][C:13]1[CH:18]=[C:17]([O:19][C:20]2[C:25]([F:26])=[CH:24][C:23]([NH:27][C:28]([C:30]3([C:33]([NH:35][C:36]4[CH:41]=[CH:40][C:39]([F:42])=[CH:38][CH:37]=4)=[O:34])[CH2:32][CH2:31]3)=[O:29])=[C:22]([F:43])[CH:21]=2)[CH:16]=[CH:15][N:14]=1)=[O:11])C1C=CC=CC=1. The yield is 0.117.